Dataset: Full USPTO retrosynthesis dataset with 1.9M reactions from patents (1976-2016). Task: Predict the reactants needed to synthesize the given product. (1) The reactants are: ClC1C=CC(S(N2[C:17](=[O:18])[CH:16](CC3C=C(Cl)C=CC=3OC)CNC(=O)C2)(=O)=O)=CC=1NC(=O)C.[NH2:34][C:35]1[CH:40]=[CH:39][C:38]([NH:41][C:42]([N:44]2[C:50](=[O:51])[CH:49]([CH2:52][C:53]3[CH:58]=[C:57]([Cl:59])[CH:56]=[CH:55][C:54]=3[O:60][CH3:61])[CH2:48][NH:47][C:46](=[O:62])[CH2:45]2)=[O:43])=[CH:37][CH:36]=1. Given the product [C:17]([NH:34][C:35]1[CH:36]=[CH:37][C:38]([NH:41][C:42]([N:44]2[C:50](=[O:51])[CH:49]([CH2:52][C:53]3[CH:58]=[C:57]([Cl:59])[CH:56]=[CH:55][C:54]=3[O:60][CH3:61])[CH2:48][NH:47][C:46](=[O:62])[CH2:45]2)=[O:43])=[CH:39][CH:40]=1)(=[O:18])[CH3:16], predict the reactants needed to synthesize it. (2) Given the product [CH3:22][O:21][C:18]1[CH:19]=[CH:20][C:15]([CH2:14][N:4]2[CH:3]=[C:2]([Br:1])[N:6]=[CH:5]2)=[CH:16][CH:17]=1, predict the reactants needed to synthesize it. The reactants are: [Br:1][C:2]1[NH:6][CH:5]=[N:4][CH:3]=1.C([O-])([O-])=O.[K+].[K+].Cl[CH2:14][C:15]1[CH:20]=[CH:19][C:18]([O:21][CH3:22])=[CH:17][CH:16]=1.ClCCl. (3) Given the product [C:11]([O:15][C:16]([N:9]1[CH:6]2[CH2:7][CH2:8][CH:2]1[CH2:3][C:4](=[O:10])[CH2:5]2)=[O:17])([CH3:14])([CH3:13])[CH3:12], predict the reactants needed to synthesize it. The reactants are: Cl.[CH:2]12[NH:9][CH:6]([CH2:7][CH2:8]1)[CH2:5][C:4](=[O:10])[CH2:3]2.[C:11]([O:15][C:16](=O)[O:17]C(C)(C)C)([CH3:14])([CH3:13])[CH3:12]. (4) Given the product [Cl:40][C:25]1[C:26]([NH:28][C@@H:29]2[CH2:34][CH2:33][CH2:32][CH2:31][C@H:30]2[NH:35][S:36]([CH3:39])(=[O:38])=[O:37])=[N:27][C:22]([NH:20][C:4]2[CH:5]=[CH:6][C:7]3[CH2:13][CH2:12][CH:11]([N:14]([CH2:16][CH2:17][O:18][CH3:19])[CH3:15])[CH2:10][CH2:9][C:8]=3[C:3]=2[O:2][CH3:1])=[N:23][CH:24]=1, predict the reactants needed to synthesize it. The reactants are: [CH3:1][O:2][C:3]1[C:8]2[CH2:9][CH2:10][CH:11]([N:14]([CH2:16][CH2:17][O:18][CH3:19])[CH3:15])[CH2:12][CH2:13][C:7]=2[CH:6]=[CH:5][C:4]=1[NH2:20].Cl[C:22]1[N:27]=[C:26]([NH:28][C@@H:29]2[CH2:34][CH2:33][CH2:32][CH2:31][C@H:30]2[NH:35][S:36]([CH3:39])(=[O:38])=[O:37])[C:25]([Cl:40])=[CH:24][N:23]=1. (5) Given the product [F:16][C:17]1[CH:22]=[C:21]([F:23])[C:20]([C:24]2[CH:25]=[N:26][CH:27]=[N:28][CH:29]=2)=[CH:19][C:18]=1[C@@:30]([NH:32][S@@:33]([C:35]([CH3:36])([CH3:38])[CH3:37])=[O:34])([CH2:8][C:7]([C:6]1[C:2]([CH3:1])=[N:3][O:4][C:5]=1[CH3:10])=[O:9])[CH3:31], predict the reactants needed to synthesize it. The reactants are: [CH3:1][C:2]1[C:6]([C:7](=[O:9])[CH3:8])=[C:5]([CH3:10])[O:4][N:3]=1.[Li]CCCC.[F:16][C:17]1[CH:22]=[C:21]([F:23])[C:20]([C:24]2[CH:25]=[N:26][CH:27]=[N:28][CH:29]=2)=[CH:19][C:18]=1/[C:30](=[N:32]/[S@@:33]([C:35]([CH3:38])([CH3:37])[CH3:36])=[O:34])/[CH3:31].O. (6) Given the product [CH3:1][C@@H:2]([CH2:5][O:6][C:7]([C:20]1[CH:25]=[CH:24][CH:23]=[CH:22][CH:21]=1)([C:14]1[CH:15]=[CH:16][CH:17]=[CH:18][CH:19]=1)[C:8]1[CH:13]=[CH:12][CH:11]=[CH:10][CH:9]=1)[CH2:3][O:4][CH2:28][C:29]([O:31][C:32]([CH3:35])([CH3:34])[CH3:33])=[O:30], predict the reactants needed to synthesize it. The reactants are: [CH3:1][C@@H:2]([CH2:5][O:6][C:7]([C:20]1[CH:25]=[CH:24][CH:23]=[CH:22][CH:21]=1)([C:14]1[CH:19]=[CH:18][CH:17]=[CH:16][CH:15]=1)[C:8]1[CH:13]=[CH:12][CH:11]=[CH:10][CH:9]=1)[CH2:3][OH:4].[N+](=[CH:28][C:29]([O:31][C:32]([CH3:35])([CH3:34])[CH3:33])=[O:30])=[N-]. (7) The reactants are: Cl.[F:2][C:3]1[CH:4]=[C:5]([CH:18]=[C:19]([F:25])[C:20]=1[S:21]([CH3:24])(=[O:23])=[O:22])[CH2:6][O:7][CH2:8][C@@H:9]1[CH2:11][C@@H:10]1[CH:12]1[CH2:17][CH2:16][NH:15][CH2:14][CH2:13]1.C([O-])([O-])=O.[Cs+].[Cs+].Cl[C:33]1[N:38]=[CH:37][C:36]([CH2:39][O:40][CH3:41])=[CH:35][N:34]=1. Given the product [F:2][C:3]1[CH:4]=[C:5]([CH:18]=[C:19]([F:25])[C:20]=1[S:21]([CH3:24])(=[O:22])=[O:23])[CH2:6][O:7][CH2:8][C@@H:9]1[CH2:11][C@@H:10]1[CH:12]1[CH2:13][CH2:14][N:15]([C:33]2[N:38]=[CH:37][C:36]([CH2:39][O:40][CH3:41])=[CH:35][N:34]=2)[CH2:16][CH2:17]1, predict the reactants needed to synthesize it. (8) Given the product [O:12]=[C:7]1[CH2:6][CH2:5][C:4]2[C:9](=[CH:10][CH:11]=[C:2]([C:13]#[N:14])[CH:3]=2)[NH:8]1, predict the reactants needed to synthesize it. The reactants are: I[C:2]1[CH:3]=[C:4]2[C:9](=[CH:10][CH:11]=1)[NH:8][C:7](=[O:12])[CH2:6][CH2:5]2.[C-:13]#[N:14].[Na+]. (9) Given the product [F:30][C:21]1[CH:22]=[C:23]([C:26]([F:27])([F:29])[F:28])[CH:24]=[CH:25][C:20]=1[C:16]1[C:17]2[C:12](=[CH:11][C:10]([S:7]([NH:6][C:31]3[S:32][CH:33]=[CH:34][N:35]=3)(=[O:9])=[O:8])=[CH:19][CH:18]=2)[CH:13]=[CH:14][N:15]=1, predict the reactants needed to synthesize it. The reactants are: COC1C=C(OC)C=CC=1C[N:6]([C:31]1[S:32][CH:33]=[CH:34][N:35]=1)[S:7]([C:10]1[CH:11]=[C:12]2[C:17](=[CH:18][CH:19]=1)[C:16]([C:20]1[CH:25]=[CH:24][C:23]([C:26]([F:29])([F:28])[F:27])=[CH:22][C:21]=1[F:30])=[N:15][CH:14]=[CH:13]2)(=[O:9])=[O:8].C(O)(C(F)(F)F)=O.